This data is from Reaction yield outcomes from USPTO patents with 853,638 reactions. The task is: Predict the reaction yield, written as a fraction of the theoretical maximum amount of product (1.0 means a 100% yield; for example, 0.34 means a 34% yield). The yield is 0.630. The catalyst is CS(C)=O.O. The reactants are [CH3:1][C:2]1[CH:3]=[C:4]([C:19]2[S:23][C:22]([C:24]3([C:34]#[N:35])[CH2:33][CH2:32][C:27]4([O:31][CH2:30][CH2:29][O:28]4)[CH2:26][CH2:25]3)=[N:21][CH:20]=2)[CH:5]=[C:6]([NH:8][C:9]2[N:14]=[C:13]([C:15]([F:18])([F:17])[F:16])[CH:12]=[CH:11][N:10]=2)[CH:7]=1.C(=O)([O-])[O-:37].[K+].[K+].OO. The product is [CH3:1][C:2]1[CH:3]=[C:4]([C:19]2[S:23][C:22]([C:24]3([C:34]([NH2:35])=[O:37])[CH2:25][CH2:26][C:27]4([O:28][CH2:29][CH2:30][O:31]4)[CH2:32][CH2:33]3)=[N:21][CH:20]=2)[CH:5]=[C:6]([NH:8][C:9]2[N:14]=[C:13]([C:15]([F:17])([F:18])[F:16])[CH:12]=[CH:11][N:10]=2)[CH:7]=1.